Dataset: Peptide-MHC class II binding affinity with 134,281 pairs from IEDB. Task: Regression. Given a peptide amino acid sequence and an MHC pseudo amino acid sequence, predict their binding affinity value. This is MHC class II binding data. (1) The binding affinity (normalized) is 0.683. The MHC is DRB1_0802 with pseudo-sequence DRB1_0802. The peptide sequence is GYITTNVLREILKEL. (2) The peptide sequence is GELQIVDWIDAAFKI. The MHC is DRB5_0101 with pseudo-sequence DRB5_0101. The binding affinity (normalized) is 0.648. (3) The peptide sequence is AAATAGTTVNGAFAA. The MHC is HLA-DPA10103-DPB10601 with pseudo-sequence HLA-DPA10103-DPB10601. The binding affinity (normalized) is 0. (4) The peptide sequence is TVLAFPAGVCPTIGV. The MHC is DRB1_1501 with pseudo-sequence DRB1_1501. The binding affinity (normalized) is 0.538. (5) The peptide sequence is EKKYKAATQFEPLAA. The MHC is DRB1_1602 with pseudo-sequence DRB1_1602. The binding affinity (normalized) is 0.662. (6) The peptide sequence is KMIGGIGGFIKVRQYDQIAI. The MHC is HLA-DQA10301-DQB10302 with pseudo-sequence HLA-DQA10301-DQB10302. The binding affinity (normalized) is 0.300. (7) The peptide sequence is FEDQGSKENIARD. The MHC is H-2-IEk with pseudo-sequence H-2-IEk. The binding affinity (normalized) is 0. (8) The peptide sequence is RELWWVFYAAD. The MHC is HLA-DPA10201-DPB10501 with pseudo-sequence HLA-DPA10201-DPB10501. The binding affinity (normalized) is 0.364.